This data is from NCI-60 drug combinations with 297,098 pairs across 59 cell lines. The task is: Regression. Given two drug SMILES strings and cell line genomic features, predict the synergy score measuring deviation from expected non-interaction effect. Drug 1: CNC(=O)C1=CC=CC=C1SC2=CC3=C(C=C2)C(=NN3)C=CC4=CC=CC=N4. Drug 2: C1=CC(=CC=C1C#N)C(C2=CC=C(C=C2)C#N)N3C=NC=N3. Cell line: SK-MEL-5. Synergy scores: CSS=-4.15, Synergy_ZIP=6.27, Synergy_Bliss=7.21, Synergy_Loewe=1.32, Synergy_HSA=0.357.